From a dataset of Forward reaction prediction with 1.9M reactions from USPTO patents (1976-2016). Predict the product of the given reaction. Given the reactants [NH:1]1[CH2:5][CH2:4][N:3]=[C:2]1[C:6]1[CH:12]=[CH:11][CH:10]=[C:9]([O:13][CH3:14])[C:7]=1[NH2:8].[CH3:15][CH2:16][N:17]([CH2:20][CH3:21])[CH2:18][CH3:19].N#C[Br:24], predict the reaction product. The product is: [CH3:14][O:13][C:9]1[C:7]2[N:8]=[C:16]([NH2:17])[N:3]3[CH2:4][CH2:5][N:1]=[C:2]3[C:6]=2[CH:12]=[CH:11][CH:10]=1.[N:17]([CH2:20][CH3:21])([CH2:18][CH3:19])[CH2:16][CH3:15].[BrH:24].